The task is: Regression. Given a peptide amino acid sequence and an MHC pseudo amino acid sequence, predict their binding affinity value. This is MHC class I binding data.. This data is from Peptide-MHC class I binding affinity with 185,985 pairs from IEDB/IMGT. (1) The peptide sequence is SLPPSNKPL. The MHC is HLA-A02:16 with pseudo-sequence HLA-A02:16. The binding affinity (normalized) is 0.382. (2) The peptide sequence is KCRVKMEKL. The MHC is HLA-A31:01 with pseudo-sequence HLA-A31:01. The binding affinity (normalized) is 0.0847. (3) The peptide sequence is ASFYYIWKSY. The MHC is HLA-A01:01 with pseudo-sequence HLA-A01:01. The binding affinity (normalized) is 0.257.